This data is from Full USPTO retrosynthesis dataset with 1.9M reactions from patents (1976-2016). The task is: Predict the reactants needed to synthesize the given product. (1) Given the product [F:16][C:2]([F:1])([F:17])[C:3]1[C:11]2[CH2:10][CH2:9][CH2:8][CH2:7][C:6]=2[N:5]([CH2:12][C:13]([NH:18][C:19]2[C:23]3[CH:24]=[CH:25][CH:26]=[CH:27][C:22]=3[O:21][C:20]=2[C:28]([NH2:30])=[O:29])=[O:15])[N:4]=1, predict the reactants needed to synthesize it. The reactants are: [F:1][C:2]([F:17])([F:16])[C:3]1[C:11]2[CH2:10][CH2:9][CH2:8][CH2:7][C:6]=2[N:5]([CH2:12][C:13]([OH:15])=O)[N:4]=1.[NH2:18][C:19]1[C:23]2[CH:24]=[CH:25][CH:26]=[CH:27][C:22]=2[O:21][C:20]=1[C:28]([NH2:30])=[O:29].CN(C(ON1N=NC2C=CC=NC1=2)=[N+](C)C)C.F[P-](F)(F)(F)(F)F.C(NC(C)C)(C)C. (2) Given the product [Cl:8][C:9]1[CH:10]=[C:11]([CH:14]=[C:15]([CH3:17])[CH:16]=1)[CH:12]=[O:3], predict the reactants needed to synthesize it. The reactants are: [Na].[N+](C(C)C)([O-])=[O:3].[Cl:8][C:9]1[CH:10]=[C:11]([CH:14]=[C:15]([CH3:17])[CH:16]=1)[CH2:12]Br. (3) Given the product [Cl:1][C:2]1[CH:3]=[N:4][C:5]2[NH:6][C:7]3[CH:8]=[CH:9][CH:10]=[C:11]([CH:23]=3)[CH2:12][N:13]([C:25]([C:26]3[CH:27]=[N:28][CH:29]=[CH:30][CH:31]=3)=[O:32])[C:14]3[CH:22]=[C:18]([NH:19][C:20]=1[N:21]=2)[CH:17]=[CH:16][CH:15]=3, predict the reactants needed to synthesize it. The reactants are: [Cl:1][C:2]1[CH:3]=[N:4][C:5]2[NH:6][C:7]3[CH:8]=[CH:9][CH:10]=[C:11]([CH:23]=3)[CH2:12][NH:13][C:14]3[CH:22]=[C:18]([NH:19][C:20]=1[N:21]=2)[CH:17]=[CH:16][CH:15]=3.Cl.[C:25](Cl)(=[O:32])[C:26]1[CH:31]=[CH:30][CH:29]=[N:28][CH:27]=1. (4) Given the product [OH:30][C@H:29]([C:31]1[CH:36]=[CH:35][CH:34]=[CH:33][CH:32]=1)[CH2:28][NH:27][CH:22]1[CH2:23][CH2:24][N:19]([C:16]2[CH:17]=[CH:18][C:13]([NH:12][S:9]([C:6]3[CH:5]=[CH:4][C:3]([O:2][CH3:1])=[CH:8][CH:7]=3)(=[O:10])=[O:11])=[CH:14][CH:15]=2)[CH2:20][CH2:21]1, predict the reactants needed to synthesize it. The reactants are: [CH3:1][O:2][C:3]1[CH:8]=[CH:7][C:6]([S:9]([NH:12][C:13]2[CH:18]=[CH:17][C:16]([N:19]3[CH2:24][CH2:23][C:22](=O)[CH2:21][CH2:20]3)=[CH:15][CH:14]=2)(=[O:11])=[O:10])=[CH:5][CH:4]=1.Cl.[NH2:27][CH2:28][C@@H:29]([C:31]1[CH:36]=[CH:35][CH:34]=[C:33](Cl)[CH:32]=1)[OH:30].